Dataset: NCI-60 drug combinations with 297,098 pairs across 59 cell lines. Task: Regression. Given two drug SMILES strings and cell line genomic features, predict the synergy score measuring deviation from expected non-interaction effect. (1) Drug 1: CN(C)N=NC1=C(NC=N1)C(=O)N. Drug 2: C1C(C(OC1N2C=NC3=C(N=C(N=C32)Cl)N)CO)O. Cell line: RXF 393. Synergy scores: CSS=6.09, Synergy_ZIP=-1.92, Synergy_Bliss=-0.200, Synergy_Loewe=-14.5, Synergy_HSA=-0.0197. (2) Drug 1: C1CN1C2=NC(=NC(=N2)N3CC3)N4CC4. Drug 2: C1CNP(=O)(OC1)N(CCCl)CCCl. Cell line: SNB-19. Synergy scores: CSS=37.2, Synergy_ZIP=-3.45, Synergy_Bliss=-1.04, Synergy_Loewe=-52.1, Synergy_HSA=-1.97. (3) Drug 1: C1CCN(CC1)CCOC2=CC=C(C=C2)C(=O)C3=C(SC4=C3C=CC(=C4)O)C5=CC=C(C=C5)O. Drug 2: C1CCC(CC1)NC(=O)N(CCCl)N=O. Cell line: SW-620. Synergy scores: CSS=32.3, Synergy_ZIP=4.41, Synergy_Bliss=5.40, Synergy_Loewe=2.57, Synergy_HSA=3.17. (4) Drug 1: CC1C(C(CC(O1)OC2CC(CC3=C2C(=C4C(=C3O)C(=O)C5=C(C4=O)C(=CC=C5)OC)O)(C(=O)C)O)N)O.Cl. Drug 2: CN(C(=O)NC(C=O)C(C(C(CO)O)O)O)N=O. Cell line: PC-3. Synergy scores: CSS=2.53, Synergy_ZIP=-4.94, Synergy_Bliss=-7.96, Synergy_Loewe=-7.07, Synergy_HSA=-7.03. (5) Drug 1: CC(CN1CC(=O)NC(=O)C1)N2CC(=O)NC(=O)C2. Drug 2: CC1C(C(CC(O1)OC2CC(CC3=C2C(=C4C(=C3O)C(=O)C5=CC=CC=C5C4=O)O)(C(=O)C)O)N)O. Cell line: A498. Synergy scores: CSS=66.6, Synergy_ZIP=-7.80, Synergy_Bliss=-7.84, Synergy_Loewe=-3.84, Synergy_HSA=-2.68.